From a dataset of Forward reaction prediction with 1.9M reactions from USPTO patents (1976-2016). Predict the product of the given reaction. (1) Given the reactants [C:1]([C:3]1[C:8]2[N:9]=[C:10]([CH:12]3[CH2:14][CH2:13]3)[O:11][C:7]=2[C:6]([C:15](=[CH2:25])[CH2:16][NH:17][C:18](=[O:24])[O:19][C:20]([CH3:23])([CH3:22])[CH3:21])=[C:5]([C:26]2[CH:31]=[CH:30][CH:29]=[CH:28][CH:27]=2)[C:4]=1[CH3:32])#[N:2].[CH2:33](Br)[CH:34]=[CH2:35].[H-].[Na+].C(O)(=O)CC(CC(O)=O)(C(O)=O)O, predict the reaction product. The product is: [CH2:35]([N:17]([CH2:16][C:15]([C:6]1[C:7]2[O:11][C:10]([CH:12]3[CH2:14][CH2:13]3)=[N:9][C:8]=2[C:3]([C:1]#[N:2])=[C:4]([CH3:32])[C:5]=1[C:26]1[CH:27]=[CH:28][CH:29]=[CH:30][CH:31]=1)=[CH2:25])[C:18](=[O:24])[O:19][C:20]([CH3:23])([CH3:22])[CH3:21])[CH:34]=[CH2:33]. (2) The product is: [C:20]([C:7]([C:6]#[N:3])([CH3:26])[CH2:14][C:13]1[CH:16]=[CH:17][C:10]([CH:8]=[CH2:9])=[CH:11][CH:12]=1)#[N:21]. Given the reactants C([N:3]([CH2:6][CH3:7])CC)C.[CH:8]([C:10]1[CH:17]=[CH:16][C:13]([CH2:14]Cl)=[CH:12][CH:11]=1)=[CH2:9].CC(CC#N)(O)[C:20]#[N:21].[CH3:26]S(C)=O, predict the reaction product. (3) Given the reactants [N:1]12[CH2:9][CH2:8][CH:5]([CH2:6][CH2:7]1)[N:4]([C:10]([C:12]1[O:13][C:14]([C:17]3[CH:22]=[CH:21][C:20]([NH2:23])=[CH:19][CH:18]=3)=[CH:15][CH:16]=1)=[O:11])[CH2:3][CH2:2]2.C(NC(C)C)(C)C.[C:31](Cl)(=[O:38])[C:32]1[CH:37]=[CH:36][CH:35]=[CH:34][CH:33]=1.[OH-].[Na+], predict the reaction product. The product is: [N:1]12[CH2:7][CH2:6][CH:5]([CH2:8][CH2:9]1)[N:4]([C:10]([C:12]1[O:13][C:14]([C:17]3[CH:22]=[CH:21][C:20]([NH:23][C:31](=[O:38])[C:32]4[CH:37]=[CH:36][CH:35]=[CH:34][CH:33]=4)=[CH:19][CH:18]=3)=[CH:15][CH:16]=1)=[O:11])[CH2:3][CH2:2]2.